The task is: Predict the product of the given reaction.. This data is from Forward reaction prediction with 1.9M reactions from USPTO patents (1976-2016). The product is: [CH3:6][O:5][C:4](=[O:7])[CH2:3][C@H:2]([N:1]=[N+:18]=[N-:19])[C:8]([NH:10][CH2:11][C:12]1[CH:17]=[CH:16][CH:15]=[CH:14][CH:13]=1)=[O:9]. Given the reactants [NH:1]([N:18]=[N+:19]=[N-])[C@H:2]([C:8]([NH:10][CH2:11][C:12]1[CH:17]=[CH:16][CH:15]=[CH:14][CH:13]=1)=[O:9])[CH2:3][C:4](=[O:7])[O:5][CH3:6].N(N=[N+]=[N-])[C@H](C(O)=O)CC(=O)OC, predict the reaction product.